This data is from Reaction yield outcomes from USPTO patents with 853,638 reactions. The task is: Predict the reaction yield, written as a fraction of the theoretical maximum amount of product (1.0 means a 100% yield; for example, 0.34 means a 34% yield). (1) The reactants are [CH3:1][C:2]1([N:14]2[CH2:19][CH2:18][CH:17]([N:20]3[C:24]4[CH:25]=[CH:26][CH:27]=[CH:28][C:23]=4[NH:22][C:21]3=[O:29])[CH2:16][CH2:15]2)[CH2:6][CH2:5][N:4]([C:7]([O:9]C(C)(C)C)=[O:8])[CH2:3]1.C(Cl)(=O)O[CH2:32][C:33]#[C:34][CH3:35]. No catalyst specified. The product is [CH3:1][C:2]1([N:14]2[CH2:19][CH2:18][CH:17]([N:20]3[C:24]4[CH:25]=[CH:26][CH:27]=[CH:28][C:23]=4[NH:22][C:21]3=[O:29])[CH2:16][CH2:15]2)[CH2:6][CH2:5][N:4]([C:7]([O:9][CH2:32][C:33]#[C:34][CH3:35])=[O:8])[CH2:3]1. The yield is 0.870. (2) The yield is 0.300. The product is [NH2:22][C:17]1[CH:16]=[C:15]([N:5]2[CH2:6][C:7]3[C:8](=[N:9][C:10]([S:13][CH3:14])=[N:11][CH:12]=3)[N:3]([CH2:1][CH3:2])[C:4]2=[O:25])[CH:20]=[CH:19][C:18]=1[F:21]. The catalyst is C(OCC)(=O)C.CO.[Pd]. The reactants are [CH2:1]([N:3]1[C:8]2=[N:9][C:10]([S:13][CH3:14])=[N:11][CH:12]=[C:7]2[CH2:6][N:5]([C:15]2[CH:20]=[CH:19][C:18]([F:21])=[C:17]([N+:22]([O-])=O)[CH:16]=2)[C:4]1=[O:25])[CH3:2]. (3) The reactants are [CH3:1][C:2]1[CH:7]=[CH:6][C:5]([S:8]([CH2:11][CH:12]([CH2:15][CH2:16][CH2:17][CH3:18])[CH:13]=[O:14])(=[O:10])=[O:9])=[CH:4][CH:3]=1.O[CH:20]([CH:22]=[CH2:23])[CH3:21].C1(C)C=CC(S(O)(=O)=O)=CC=1. The catalyst is C1(C)C=CC=CC=1. The product is [CH2:15]([C:12]([CH2:11][S:8]([C:5]1[CH:4]=[CH:3][C:2]([CH3:1])=[CH:7][CH:6]=1)(=[O:10])=[O:9])([CH2:21]/[CH:20]=[CH:22]/[CH3:23])[CH:13]=[O:14])[CH2:16][CH2:17][CH3:18]. The yield is 1.00. (4) The reactants are [C:1]1([N:7]2[C:19]3[CH:18]=[CH:17][C:16]([C:20]4[CH:21]=[CH:22][C:23]5[NH:24][C:25]6[C:30]([C:31]=5[CH:32]=4)=[CH:29][CH:28]=[CH:27][CH:26]=6)=[CH:15][C:14]=3[C:13]3[C:8]2=[CH:9][CH:10]=[CH:11][CH:12]=3)[CH:6]=[CH:5][CH:4]=[CH:3][CH:2]=1.[Br:33][C:34]1[CH:39]=[CH:38][C:37](I)=[CH:36][CH:35]=1.C(=O)([O-])[O-].[K+].[K+].S(=O)(O)[O-].[Na+]. The catalyst is [Cu].C1(C)C=CC=CC=1.ClC1C=CC=CC=1Cl. The product is [Br:33][C:34]1[CH:39]=[CH:38][C:37]([N:24]2[C:23]3[CH:22]=[CH:21][C:20]([C:16]4[CH:17]=[CH:18][C:19]5[N:7]([C:1]6[CH:6]=[CH:5][CH:4]=[CH:3][CH:2]=6)[C:8]6[C:13]([C:14]=5[CH:15]=4)=[CH:12][CH:11]=[CH:10][CH:9]=6)=[CH:32][C:31]=3[C:30]3[C:25]2=[CH:26][CH:27]=[CH:28][CH:29]=3)=[CH:36][CH:35]=1. The yield is 0.970. (5) The reactants are [OH:1][C:2]1[CH:7]=[CH:6][C:5]([CH:8]2[CH2:13][CH2:12][C:11](=[C:14]([CH3:20])[C:15]([O:17][CH2:18][CH3:19])=[O:16])[CH2:10][CH2:9]2)=[CH:4][CH:3]=1. The catalyst is [Pd].CCOC(C)=O. The product is [OH:1][C:2]1[CH:3]=[CH:4][C:5]([C@H:8]2[CH2:9][CH2:10][C@H:11]([CH:14]([CH3:20])[C:15]([O:17][CH2:18][CH3:19])=[O:16])[CH2:12][CH2:13]2)=[CH:6][CH:7]=1. The yield is 0.320. (6) The reactants are [NH2:1][C:2]1[N:7]=[C:6]([N:8]2[C:16]3[CH:15]=[C:14]([Br:17])[CH:13]=[C:12]([OH:18])[C:11]=3[CH:10]=[CH:9]2)[CH:5]=[CH:4][N:3]=1.CN(C=O)C.C([O-])([O-])=O.[Cs+].[Cs+].Br[CH2:31][CH2:32][O:33][CH3:34]. The catalyst is O. The product is [Br:17][C:14]1[CH:15]=[C:16]2[C:11]([CH:10]=[CH:9][N:8]2[C:6]2[CH:5]=[CH:4][N:3]=[C:2]([NH2:1])[N:7]=2)=[C:12]([O:18][CH2:31][CH2:32][O:33][CH3:34])[CH:13]=1. The yield is 0.741. (7) The reactants are [CH3:1][O:2][C:3]1[NH:4][C:5](=[O:27])[C:6]([CH2:12][C:13]2[CH:18]=[CH:17][C:16]([C:19]3[C:20]([C:25]#[N:26])=[CH:21][CH:22]=[CH:23][CH:24]=3)=[CH:15][CH:14]=2)=[C:7]([CH2:9][CH2:10][CH3:11])[N:8]=1.[CH:28]([O:31][C:32]1[CH:37]=[CH:36][C:35](B(O)O)=[CH:34][CH:33]=1)([CH3:30])[CH3:29].C(N(CC)CC)C.N1C=CC=CC=1. The catalyst is ClCCl.C(OCC)(=O)C.C([O-])(=O)C.[Cu+2].C([O-])(=O)C. The product is [CH:28]([O:31][C:32]1[CH:37]=[CH:36][C:35]([N:4]2[C:5](=[O:27])[C:6]([CH2:12][C:13]3[CH:18]=[CH:17][C:16]([C:19]4[C:20]([C:25]#[N:26])=[CH:21][CH:22]=[CH:23][CH:24]=4)=[CH:15][CH:14]=3)=[C:7]([CH2:9][CH2:10][CH3:11])[N:8]=[C:3]2[O:2][CH3:1])=[CH:34][CH:33]=1)([CH3:30])[CH3:29]. The yield is 0.820.